From a dataset of Forward reaction prediction with 1.9M reactions from USPTO patents (1976-2016). Predict the product of the given reaction. (1) Given the reactants [CH:1]1([C:4]([OH:6])=O)[CH2:3][CH2:2]1.CN(C(ON1N=N[C:21]2[C:16]1=CC=[CH:19][CH:20]=2)=[N+](C)C)C.F[P-](F)(F)(F)(F)F.N1C2C(=CC=CC=2)C(N2[CH2:47][C:46]3[CH:48]=[C:49]([C:52]4[CH:53]=[CH:54][C:55]5[N:59]=C(NC(=O)OC)[NH:57][C:56]=5[CH:65]=4)[CH:50]=[CH:51][C:45]=3[O:44]CC2)=CC=1.C[N:67]1[CH2:72][CH2:71]O[CH2:69][CH2:68]1, predict the reaction product. The product is: [NH2:59][C:55]1[CH:54]=[CH:53][C:52]([C:49]2[CH:50]=[CH:51][C:45]3[O:44][NH:57][CH2:56][CH:55]([C:54]4[C:69]5[C:68](=[CH:16][CH:21]=[CH:20][CH:19]=5)[N:67]=[CH:72][CH:71]=4)[CH2:47][C:46]=3[CH:48]=2)=[CH:65][C:56]=1[NH:57][C:4]([CH:1]1[CH2:3][CH2:2]1)=[O:6]. (2) Given the reactants [Cl:1][C:2]1[CH:3]=[CH:4][C:5]([OH:23])=[C:6]([CH:22]=1)[C:7]([NH:9][C@H:10]([C:12]1[CH:21]=[CH:20][C:15]([C:16]([O:18][CH3:19])=[O:17])=[CH:14][CH:13]=1)[CH3:11])=[O:8].[Cl:24][C:25]1[C:26]([CH2:31]O)=[N:27][CH:28]=[CH:29][CH:30]=1, predict the reaction product. The product is: [Cl:1][C:2]1[CH:3]=[CH:4][C:5]([O:23][CH2:31][C:26]2[C:25]([Cl:24])=[CH:30][CH:29]=[CH:28][N:27]=2)=[C:6]([CH:22]=1)[C:7]([NH:9][C@H:10]([C:12]1[CH:21]=[CH:20][C:15]([C:16]([O:18][CH3:19])=[O:17])=[CH:14][CH:13]=1)[CH3:11])=[O:8]. (3) Given the reactants [C:1]1([N:7]2[CH:11]=[C:10]([C:12]([OH:14])=O)[CH:9]=[N:8]2)[CH:6]=[CH:5][CH:4]=[CH:3][CH:2]=1.[C:15]([O:19][C:20](=[O:33])[C:21]([S:24][C:25]1[S:26][CH:27]=[C:28]([CH2:30][CH2:31][NH2:32])[N:29]=1)([CH3:23])[CH3:22])([CH3:18])([CH3:17])[CH3:16].CN(C)CCCN=C=NCC.ON1C2C=CC=CC=2N=N1, predict the reaction product. The product is: [C:15]([O:19][C:20](=[O:33])[C:21]([CH3:22])([S:24][C:25]1[S:26][CH:27]=[C:28]([CH2:30][CH2:31][NH:32][C:12]([C:10]2[CH:9]=[N:8][N:7]([C:1]3[CH:2]=[CH:3][CH:4]=[CH:5][CH:6]=3)[CH:11]=2)=[O:14])[N:29]=1)[CH3:23])([CH3:17])([CH3:16])[CH3:18]. (4) Given the reactants [NH2:1][C:2]1[CH:7]=[CH:6][CH:5]=[CH:4][N:3]=1.N1C=CC=CC=1.Cl[C:15]([O:17][CH2:18][C:19]([Cl:22])([Cl:21])[Cl:20])=[O:16].O, predict the reaction product. The product is: [N:3]1[CH:4]=[CH:5][CH:6]=[CH:7][C:2]=1[NH:1][C:15](=[O:16])[O:17][CH2:18][C:19]([Cl:22])([Cl:21])[Cl:20]. (5) Given the reactants [OH-].[Na+].C([O:5][C:6]([C:8]1[C:9]([NH:19][C:20]2[CH:25]=[CH:24][C:23]([Br:26])=[CH:22][C:21]=2[Cl:27])=[C:10]([Cl:18])[C:11]2[N:12]([C:14]([CH3:17])=[N:15][N:16]=2)[CH:13]=1)=[O:7])C.C1COCC1.Cl, predict the reaction product. The product is: [Br:26][C:23]1[CH:24]=[CH:25][C:20]([NH:19][C:9]2[C:8]([C:6]([OH:7])=[O:5])=[CH:13][N:12]3[C:14]([CH3:17])=[N:15][N:16]=[C:11]3[C:10]=2[Cl:18])=[C:21]([Cl:27])[CH:22]=1. (6) Given the reactants [CH:1]1[C:17]2[C:16]3[NH:15][C:14]4[CH:13]=[CH:12][CH:11]=[CH:10][C:9]=4[C:8]=3[CH:7]=[CH:6][C:5]=2[CH:4]=[CH:3][CH:2]=1.FC1C(F)=C(C2C=CC(C#N)=CC=2)C(F)=C(F)C=1C#N.[H-].[Na+].ClCCl.[Cl-].[Na+].O, predict the reaction product. The product is: [CH:6]1[C:7]2[C:8]3[C:9]4[CH:10]=[CH:11][CH:12]=[CH:13][C:14]=4[NH:15][C:16]=3[CH:17]=[CH:1][C:2]=2[CH:3]=[CH:4][CH:5]=1. (7) Given the reactants [NH2:1][CH2:2][C@H:3]1[CH2:7][CH2:6][CH2:5][N:4]1[C:8]([C:10]1[CH:30]=[CH:29][C:13]([C:14]([NH:16][C@H:17]([C:19]2[NH:23][C:22]3[CH:24]=[CH:25][C:26]([Cl:28])=[CH:27][C:21]=3[N:20]=2)[CH3:18])=[O:15])=[CH:12][C:11]=1[Cl:31])=[O:9].[CH2:32]([N:34]=[C:35]=[O:36])[CH3:33].C(N(CC)CC)C, predict the reaction product. The product is: [Cl:31][C:11]1[CH:12]=[C:13]([CH:29]=[CH:30][C:10]=1[C:8]([N:4]1[CH2:5][CH2:6][CH2:7][C@@H:3]1[CH2:2][NH:1][C:35]([NH:34][CH2:32][CH3:33])=[O:36])=[O:9])[C:14]([NH:16][C@H:17]([C:19]1[NH:23][C:22]2[CH:24]=[CH:25][C:26]([Cl:28])=[CH:27][C:21]=2[N:20]=1)[CH3:18])=[O:15]. (8) Given the reactants [C:1]([C:3]1[C:4]2[S:25][C:24](Br)=[CH:23][C:5]=2[C:6]([NH:9][C@H:10]2[CH2:15][CH2:14][CH2:13][N:12]([C:16]([O:18][C:19]([CH3:22])([CH3:21])[CH3:20])=[O:17])[CH2:11]2)=N[CH:8]=1)#[N:2].[CH:27]([C:29]1[CH:30]=[C:31](B(O)O)[CH:32]=[CH:33][CH:34]=1)=[O:28].[C:38](=O)([O-])[O-].[Cs+].[Cs+], predict the reaction product. The product is: [C:1]([C:3]1[C:4]2[S:25][C:24]([C:33]3[CH:32]=[CH:31][CH:30]=[C:29]([CH:27]=[O:28])[CH:34]=3)=[CH:23][C:5]=2[C:6]([NH:9][C@H:10]2[CH2:15][CH2:14][CH2:13][N:12]([C:16]([O:18][C:19]([CH3:21])([CH3:20])[CH3:22])=[O:17])[CH2:11]2)=[CH:38][CH:8]=1)#[N:2]. (9) Given the reactants Br[C:2]1[CH:7]=[CH:6][CH:5]=[CH:4][N:3]=1.C(Cl)Cl.[Cl-].[CH2:12]([Zn+])[C:13]([CH3:16])([CH3:15])[CH3:14].[Cl-].[NH4+], predict the reaction product. The product is: [CH2:12]([C:2]1[CH:7]=[CH:6][CH:5]=[CH:4][N:3]=1)[C:13]([CH3:16])([CH3:15])[CH3:14].